Dataset: Experimentally validated miRNA-target interactions with 360,000+ pairs, plus equal number of negative samples. Task: Binary Classification. Given a miRNA mature sequence and a target amino acid sequence, predict their likelihood of interaction. (1) The miRNA is hsa-miR-324-3p with sequence CCCACUGCCCCAGGUGCUGCUGG. The protein sequence of the target gene is MYYKFSGFTQKLAGAWASEAYSPQGLKPVVSTEAPPIIFATPTKLTSDSTVYDYAGKNKVPELQKFFQKADGVPVYLKRGLPDQMLYRTTMALTVGGTIYCLIALYMASQPKNK. Result: 1 (interaction). (2) The miRNA is hsa-miR-494-3p with sequence UGAAACAUACACGGGAAACCUC. The protein sequence of the target gene is MYNMRRLSLSPTFSMGFHLLVTVSLLFSHVDHVIAETEMEGEGNETGECTGSYYCKKGVILPIWEPQDPSFGDKIARATVYFVAMVYMFLGVSIIADRFMSSIEVITSQEKEITIKKPNGETTKTTVRIWNETVSNLTLMALGSSAPEILLSVIEVCGHNFTAGDLGPSTIVGSAAFNMFIIIALCVYVVPDGETRKIKHLRVFFVTAAWSIFAYTWLYIILSVISPGVVEVWEGLLTFFFFPICVVFAWVADRRLLFYKYVYKRYRAGKQRGMIIEHEGDRPSSKTEIEMDGKVVNSHV.... Result: 1 (interaction).